From a dataset of Reaction yield outcomes from USPTO patents with 853,638 reactions. Predict the reaction yield, written as a fraction of the theoretical maximum amount of product (1.0 means a 100% yield; for example, 0.34 means a 34% yield). (1) The reactants are [C:1]([O:7][C:8]([CH3:11])([CH3:10])[CH3:9])(=[O:6])[CH2:2][C:3]([CH3:5])=O.[Br:12][C:13]1[CH:20]=[CH:19][CH:18]=[CH:17][C:14]=1[CH:15]=O.[NH4+:21].[OH-:22]. The catalyst is CCO. The product is [Br:12][C:13]1[CH:20]=[CH:19][CH:18]=[CH:17][C:14]=1[CH:15]1[C:2]([C:1]([O:7][C:8]([CH3:11])([CH3:10])[CH3:9])=[O:6])=[C:3]([CH3:5])[NH:21][C:3]([CH3:5])=[C:2]1[C:1]([O:7][C:8]([CH3:11])([CH3:10])[CH3:9])=[O:22]. The yield is 0.280. (2) The reactants are [H-].[Na+].[CH:3]1([OH:9])[CH2:8][CH2:7][CH2:6][CH2:5][CH2:4]1.[CH2:10]([N:17]1[C:21]2[N:22]=[CH:23][N:24]=[C:25](Cl)[C:20]=2[CH:19]=[CH:18]1)[C:11]1[CH:16]=[CH:15][CH:14]=[CH:13][CH:12]=1.Cl. The catalyst is C1COCC1. The product is [CH2:10]([N:17]1[C:21]2[N:22]=[CH:23][N:24]=[C:25]([O:9][CH:3]3[CH2:8][CH2:7][CH2:6][CH2:5][CH2:4]3)[C:20]=2[CH:19]=[CH:18]1)[C:11]1[CH:12]=[CH:13][CH:14]=[CH:15][CH:16]=1. The yield is 0.590. (3) The reactants are [C:1]([OH:11])(=[O:10])/C=C/C1C=CC=CC=1.CCN=C=NCCCN(C)C.[CH:23]1[CH:24]=[CH:25][C:26]2N(O)N=N[C:27]=2[CH:28]=1.[O:33]=[C:34]([NH:49][C@@H:50]1[CH2:54][CH2:53][N:52]([CH:55]2[CH2:60][CH2:59][NH:58][CH2:57][CH2:56]2)[CH2:51]1)[CH2:35][NH:36][C:37](=[O:48])[C:38]1[CH:43]=[CH:42][CH:41]=[C:40]([C:44]([F:47])([F:46])[F:45])[CH:39]=1.[CH2:61]([Cl:63])Cl. No catalyst specified. The product is [F:45][C:44]([F:47])([F:46])[C:40]1[CH:39]=[C:38]([CH:43]=[CH:42][CH:41]=1)[C:37]([NH:36][CH2:35][C:34]([NH:49][C@@H:50]1[CH2:54][CH2:53][N:52]([CH:55]2[CH2:56][CH2:57][N:58]([C:1]([O:11][CH2:28][C:23]3[CH:24]=[CH:25][CH:26]=[CH:27][C:61]=3[Cl:63])=[O:10])[CH2:59][CH2:60]2)[CH2:51]1)=[O:33])=[O:48]. The yield is 0.950. (4) The reactants are C([Li])CCC.[CH3:6][C:7]1[CH:16]=[CH:15][C:14]([CH2:17][N:18]2[CH2:23][CH2:22][N:21]([CH3:24])[CH2:20][CH2:19]2)=[CH:13][C:8]=1[C:9]([NH:11][CH3:12])=O.[Si]([O:32][C:33]1[C:40]([CH3:41])=[CH:39][C:36]([C:37]#[N:38])=[CH:35][C:34]=1[CH3:42])(C(C)(C)C)(C)C. The catalyst is C1COCC1. The product is [CH3:41][C:40]1[CH:39]=[C:36]([C:37]2[N:38]=[C:9]([NH:11][CH3:12])[C:8]3[C:7]([CH:6]=2)=[CH:16][CH:15]=[C:14]([CH2:17][N:18]2[CH2:23][CH2:22][N:21]([CH3:24])[CH2:20][CH2:19]2)[CH:13]=3)[CH:35]=[C:34]([CH3:42])[C:33]=1[OH:32]. The yield is 0.330. (5) The reactants are [C:1]([C:3]1[CH:8]=[CH:7][C:6]([NH:9]C(=O)C)=[CH:5][C:4]=1[S:13]([C:16]([F:19])([F:18])[F:17])(=[O:15])=[O:14])#[N:2].Cl. The catalyst is C(O)C. The product is [NH2:9][C:6]1[CH:7]=[CH:8][C:3]([C:1]#[N:2])=[C:4]([S:13]([C:16]([F:19])([F:17])[F:18])(=[O:15])=[O:14])[CH:5]=1. The yield is 0.860.